This data is from Forward reaction prediction with 1.9M reactions from USPTO patents (1976-2016). The task is: Predict the product of the given reaction. (1) Given the reactants [CH2:1]=O.Cl.[CH3:4][NH:5][CH3:6].[CH3:7][CH:8]([CH3:14])[CH2:9][CH2:10][C:11](=[O:13])[CH3:12].[OH-].[Na+], predict the reaction product. The product is: [CH3:4][N:5]([CH2:1][CH:10]([CH2:9][CH:8]([CH3:14])[CH3:7])[C:11](=[O:13])[CH3:12])[CH3:6]. (2) Given the reactants [Cl:1][C:2]1[CH:7]=[CH:6][C:5](/[CH:8]=[CH:9]/[C:10]([C:12]2[CH:13]=[CH:14][C:15](=[O:18])[NH:16][CH:17]=2)=[O:11])=[C:4]([F:19])[CH:3]=1.IC.[C:22](=O)([O-])[O-].[K+].[K+], predict the reaction product. The product is: [Cl:1][C:2]1[CH:7]=[CH:6][C:5](/[CH:8]=[CH:9]/[C:10]([C:12]2[CH:13]=[CH:14][C:15](=[O:18])[N:16]([CH3:22])[CH:17]=2)=[O:11])=[C:4]([F:19])[CH:3]=1. (3) Given the reactants C([O:3][C:4]([C@H:6]1[C@H:11]([OH:12])[CH:10]=[CH:9][CH2:8][O:7]1)=O)C.[H-].[H-].[H-].[H-].[Li+].[Al+3].CCOC(C)=O, predict the reaction product. The product is: [OH:3][CH2:4][C@H:6]1[C@H:11]([OH:12])[CH:10]=[CH:9][CH2:8][O:7]1. (4) Given the reactants C1N=C[N:3](C(N2C=NC=C2)=O)C=1.[Br:13][C:14]1[CH:15]=[C:16]2[C:20](=[C:21]([C:24]([OH:26])=O)[C:22]=1[F:23])[NH:19][CH:18]=[CH:17]2, predict the reaction product. The product is: [Br:13][C:14]1[CH:15]=[C:16]2[C:20](=[C:21]([C:24]([NH2:3])=[O:26])[C:22]=1[F:23])[NH:19][CH:18]=[CH:17]2.